Dataset: Forward reaction prediction with 1.9M reactions from USPTO patents (1976-2016). Task: Predict the product of the given reaction. (1) Given the reactants [NH2:1][C:2]1[N:10]=[CH:9][CH:8]=[CH:7][C:3]=1[C:4]([OH:6])=O.ON1C2C=CC=CC=2N=N1.CCN=C=NCCCN(C)C.[CH3:32][C:33]1[CH:47]=[C:46]([CH3:48])[CH:45]=[CH:44][C:34]=1[O:35][C:36]1[CH:43]=[CH:42][C:39]([CH2:40][NH2:41])=[CH:38][CH:37]=1.C(=O)(O)[O-].[Na+], predict the reaction product. The product is: [CH3:32][C:33]1[CH:47]=[C:46]([CH3:48])[CH:45]=[CH:44][C:34]=1[O:35][C:36]1[CH:37]=[CH:38][C:39]([CH2:40][NH:41][C:4](=[O:6])[C:3]2[CH:7]=[CH:8][CH:9]=[N:10][C:2]=2[NH2:1])=[CH:42][CH:43]=1. (2) Given the reactants [C:1]([C:3]([C:21]1[CH:26]=[CH:25][CH:24]=[CH:23][CH:22]=1)([CH2:16][CH2:17][CH2:18][CH2:19][CH3:20])[CH2:4]OS(C1C=CC(C)=CC=1)(=O)=O)#[N:2].[H-].[H-].[H-].[H-].[Li+].[Al+3].S([O-])([O-])(=O)=O.[Na+].[Na+].O.[O-]S([O-])(=O)=O.[Na+].[Na+], predict the reaction product. The product is: [CH2:16]([C:3]1([C:21]2[CH:26]=[CH:25][CH:24]=[CH:23][CH:22]=2)[CH2:1][NH:2][CH2:4]1)[CH2:17][CH2:18][CH2:19][CH3:20].